Dataset: Reaction yield outcomes from USPTO patents with 853,638 reactions. Task: Predict the reaction yield, written as a fraction of the theoretical maximum amount of product (1.0 means a 100% yield; for example, 0.34 means a 34% yield). (1) The reactants are C([N:8]1[CH2:13][CH2:12][C:11]2([N:17]3[N:18]=[C:19]([C:24]4[CH:29]=[CH:28][C:27]([O:30][C:31]5[CH:36]=[CH:35][CH:34]=[CH:33][CH:32]=5)=[CH:26][CH:25]=4)[C:20]([C:21]([NH2:23])=[O:22])=[C:16]3[NH:15][CH2:14]2)[CH2:10][CH2:9]1)C1C=CC=CC=1. The catalyst is CO.CC(O)=O.[OH-].[OH-].[Pd+2]. The product is [O:30]([C:27]1[CH:26]=[CH:25][C:24]([C:19]2[C:20]([C:21]([NH2:23])=[O:22])=[C:16]3[NH:15][CH2:14][C:11]4([CH2:10][CH2:9][NH:8][CH2:13][CH2:12]4)[N:17]3[N:18]=2)=[CH:29][CH:28]=1)[C:31]1[CH:36]=[CH:35][CH:34]=[CH:33][CH:32]=1. The yield is 0.514. (2) The reactants are Br[C:2]1[CH:3]=[C:4]2[C:9](=[C:10]([O:12]COCC[Si](C)(C)C)[CH:11]=1)[N:8]=[CH:7][N:6](COCC[Si](C)(C)C)[C:5]2=[O:29].[CH2:30]=[CH:31][C:32]1[CH:37]=[CH:36][CH:35]=[CH:34][CH:33]=1.[C:38](=O)([O-])[O-].[K+].[K+]. The catalyst is [Br-].C([N+](CCCC)(CCCC)CCCC)CCC.C1C=CC(P(C2C=CC=CC=2)C2C=CC=CC=2)=CC=1.C1C=CC(P(C2C=CC=CC=2)C2C=CC=CC=2)=CC=1.Cl[Pd]Cl.CN(C)C=O. The product is [OH:12][C:10]1[CH:11]=[C:2](/[CH:30]=[CH:31]/[C:32]2[CH:37]=[CH:36][C:35]([CH3:38])=[CH:34][CH:33]=2)[CH:3]=[C:4]2[C:9]=1[N:8]=[CH:7][NH:6][C:5]2=[O:29]. The yield is 0.460.